Dataset: Forward reaction prediction with 1.9M reactions from USPTO patents (1976-2016). Task: Predict the product of the given reaction. (1) Given the reactants Br[CH2:2][C:3]([C:5]1[C:13]2[C:8](=[CH:9][CH:10]=[CH:11][CH:12]=2)[NH:7][CH:6]=1)=[O:4].[CH3:14][NH2:15].[BH4-].[Na+].O, predict the reaction product. The product is: [NH:7]1[C:8]2[C:13](=[CH:12][CH:11]=[CH:10][CH:9]=2)[C:5]([C:3](=[O:4])[CH2:2][NH:15][CH3:14])=[CH:6]1. (2) The product is: [Br:1][C:2]1[CH:7]=[C:6]([CH2:8][C:9]2[CH:10]=[CH:11][C:12]([CH2:15][CH3:16])=[CH:13][CH:14]=2)[C:5]([Cl:17])=[CH:4][C:3]=1[CH2:18][O:19][CH2:20][CH2:21][C:22]#[C:23][Si:32]([CH3:35])([CH3:34])[CH3:33]. Given the reactants [Br:1][C:2]1[CH:7]=[C:6]([CH2:8][C:9]2[CH:14]=[CH:13][C:12]([CH2:15][CH3:16])=[CH:11][CH:10]=2)[C:5]([Cl:17])=[CH:4][C:3]=1[CH2:18][O:19][CH2:20][CH2:21][C:22]#[CH:23].[Li+].CC([N-]C(C)C)C.[Si:32](Cl)([CH3:35])([CH3:34])[CH3:33], predict the reaction product. (3) Given the reactants [H-].C([Al+]CC(C)C)C(C)C.C1(C)C=CC=CC=1.Cl.C[O:20][C:21](=O)[C:22]([S:35]([C:38]1[CH:43]=[CH:42][CH:41]=[CH:40][CH:39]=1)(=[O:37])=[O:36])([CH3:34])[CH2:23][CH2:24][CH2:25][N:26]1[CH2:31][C:30]([CH3:32])=[C:29]([CH3:33])[CH2:28][CH2:27]1, predict the reaction product. The product is: [C:38]1([S:35]([C:22]([CH3:34])([CH2:23][CH2:24][CH2:25][N:26]2[CH2:31][C:30]([CH3:32])=[C:29]([CH3:33])[CH2:28][CH2:27]2)[CH2:21][OH:20])(=[O:36])=[O:37])[CH:39]=[CH:40][CH:41]=[CH:42][CH:43]=1.